This data is from Forward reaction prediction with 1.9M reactions from USPTO patents (1976-2016). The task is: Predict the product of the given reaction. (1) Given the reactants [NH2:1][C:2]1[C:11]2[N:12]=[C:13]([CH2:38][CH2:39][O:40][CH3:41])[N:14]([CH2:15][CH2:16][N:17]([CH2:26][C:27]3[CH:28]=[C:29]([CH:35]=[CH:36][CH:37]=3)[O:30][CH2:31][C:32]([OH:34])=[O:33])[C:18](=[O:25])[CH2:19][N:20]([CH2:23][CH3:24])[CH2:21][CH3:22])[C:10]=2[C:9]2[CH:8]=[CH:7][CH:6]=[CH:5][C:4]=2[N:3]=1.[CH:42](O)([CH3:44])[CH3:43], predict the reaction product. The product is: [NH2:1][C:2]1[C:11]2[N:12]=[C:13]([CH2:38][CH2:39][O:40][CH3:41])[N:14]([CH2:15][CH2:16][N:17]([CH2:26][C:27]3[CH:28]=[C:29]([CH:35]=[CH:36][CH:37]=3)[O:30][CH2:31][C:32]([O:34][CH:42]([CH3:44])[CH3:43])=[O:33])[C:18](=[O:25])[CH2:19][N:20]([CH2:23][CH3:24])[CH2:21][CH3:22])[C:10]=2[C:9]2[CH:8]=[CH:7][CH:6]=[CH:5][C:4]=2[N:3]=1. (2) Given the reactants Br[C:2]1[N:7]=[CH:6][C:5]([CH2:8][C:9]2[C:17]3[C:12](=[N:13][CH:14]=[CH:15][CH:16]=3)[N:11]([Si](C(C)C)(C(C)C)C(C)C)[CH:10]=2)=[CH:4][CH:3]=1.[Cl:28][C:29]1[CH:30]=[C:31]([CH:34]=[CH:35][CH:36]=1)[CH2:32][NH2:33].C1(P(C2C=CC=CC=2)C2C3OC4C(=CC=CC=4P(C4C=CC=CC=4)C4C=CC=CC=4)C(C)(C)C=3C=CC=2)C=CC=CC=1.CC(C)([O-])C.[Na+], predict the reaction product. The product is: [Cl:28][C:29]1[CH:30]=[C:31]([CH:34]=[CH:35][CH:36]=1)[CH2:32][NH:33][C:2]1[CH:3]=[CH:4][C:5]([CH2:8][C:9]2[C:17]3[C:12](=[N:13][CH:14]=[CH:15][CH:16]=3)[NH:11][CH:10]=2)=[CH:6][N:7]=1. (3) Given the reactants Cl[C:2]1[CH:9]=[CH:8][C:5]([C:6]#[N:7])=[CH:4][N:3]=1.[F:10][C:11]1[CH:16]=[CH:15][C:14]([C:17]([CH3:21])([CH3:20])[CH2:18][NH2:19])=[CH:13][CH:12]=1.C(=O)([O-])[O-].[K+].[K+], predict the reaction product. The product is: [F:10][C:11]1[CH:12]=[CH:13][C:14]([C:17]([CH3:21])([CH3:20])[CH2:18][NH:19][C:2]2[CH:9]=[CH:8][C:5]([C:6]#[N:7])=[CH:4][N:3]=2)=[CH:15][CH:16]=1. (4) Given the reactants [CH2:1]([C:3]1[CH:8]=[C:7]([N+:9]([O-])=O)[C:6]([O:12][CH2:13][CH3:14])=[CH:5][C:4]=1[N:15]1[CH2:20][CH2:19][CH:18]([N:21]2[CH2:26][CH2:25][N:24]([S:27]([CH3:30])(=[O:29])=[O:28])[CH2:23][CH2:22]2)[CH2:17][CH2:16]1)[CH3:2], predict the reaction product. The product is: [CH2:1]([C:3]1[C:4]([N:15]2[CH2:20][CH2:19][CH:18]([N:21]3[CH2:22][CH2:23][N:24]([S:27]([CH3:30])(=[O:28])=[O:29])[CH2:25][CH2:26]3)[CH2:17][CH2:16]2)=[CH:5][C:6]([O:12][CH2:13][CH3:14])=[C:7]([CH:8]=1)[NH2:9])[CH3:2]. (5) Given the reactants [H-].[Na+].[CH2:3]([OH:6])[CH:4]=[CH2:5].F[C:8]1[CH:15]=[C:14]([F:16])[CH:13]=[CH:12][C:9]=1[C:10]#[N:11], predict the reaction product. The product is: [CH2:3]([O:6][C:8]1[CH:15]=[C:14]([F:16])[CH:13]=[CH:12][C:9]=1[C:10]#[N:11])[CH:4]=[CH2:5]. (6) Given the reactants [NH2:1][CH:2]1[NH:7][N:6]=[CH:5][C:4]([C:8]2[CH:9]=[C:10]([CH:15]=[CH:16][CH:17]=2)[C:11]([NH:13][CH3:14])=[O:12])=[CH:3]1.C([O-])(O)=O.[Na+].[CH3:23][CH2:24]O, predict the reaction product. The product is: [N:1]1[CH:23]=[CH:24][N:7]2[C:2]=1[CH:3]=[C:4]([C:8]1[CH:9]=[C:10]([CH:15]=[CH:16][CH:17]=1)[C:11]([NH:13][CH3:14])=[O:12])[CH:5]=[N:6]2. (7) Given the reactants [CH2:1]([O:8][C:9]([C@H:11]1[C@@H:16]2[O:17][C:18]([CH3:21])([CH3:20])[O:19][C@@H:15]2[C@@H:14]([OH:22])[CH2:13][N:12]1[S:23]([C:26]1[CH:31]=[CH:30][C:29]([O:32][CH3:33])=[CH:28][CH:27]=1)(=[O:25])=[O:24])=[O:10])[C:2]1[CH:7]=[CH:6][CH:5]=[CH:4][CH:3]=1.FC(F)(F)S(OS(C(F)(F)F)(=O)=O)(=O)=O.[C:49]([O-])(=[O:51])[CH3:50].[Cs+].C1OCCOCCOCCOCCOCCOC1, predict the reaction product. The product is: [CH2:1]([O:8][C:9]([C@H:11]1[C@@H:16]2[O:17][C:18]([CH3:21])([CH3:20])[O:19][C@@H:15]2[C@H:14]([O:22][C:49](=[O:51])[CH3:50])[CH2:13][N:12]1[S:23]([C:26]1[CH:27]=[CH:28][C:29]([O:32][CH3:33])=[CH:30][CH:31]=1)(=[O:25])=[O:24])=[O:10])[C:2]1[CH:3]=[CH:4][CH:5]=[CH:6][CH:7]=1.